From a dataset of Full USPTO retrosynthesis dataset with 1.9M reactions from patents (1976-2016). Predict the reactants needed to synthesize the given product. (1) Given the product [CH:1]1([S:4]([C:7]2[CH:12]=[CH:11][C:10]([CH:13]([O:17][CH:18]3[CH2:23][CH2:22][O:21][CH2:20][CH2:19]3)[C:14]([NH:24][C:25]3[S:26][C:27]([O:30][C:31]4[CH:32]=[C:33]([CH:39]=[CH:40][CH:41]=4)[C:34]([O:36][CH2:37][CH3:38])=[O:35])=[CH:28][N:29]=3)=[O:15])=[CH:9][CH:8]=2)(=[O:6])=[O:5])[CH2:2][CH2:3]1, predict the reactants needed to synthesize it. The reactants are: [CH:1]1([S:4]([C:7]2[CH:12]=[CH:11][C:10]([CH:13]([O:17][CH:18]3[CH2:23][CH2:22][O:21][CH2:20][CH2:19]3)[C:14](O)=[O:15])=[CH:9][CH:8]=2)(=[O:6])=[O:5])[CH2:3][CH2:2]1.[NH2:24][C:25]1[S:26][C:27]([O:30][C:31]2[CH:32]=[C:33]([CH:39]=[CH:40][CH:41]=2)[C:34]([O:36][CH2:37][CH3:38])=[O:35])=[CH:28][N:29]=1.C1C=CC2N(O)N=NC=2C=1.CCN=C=NCCCN(C)C.C(N(CC)CC)C. (2) Given the product [CH3:25][C:26]1([CH3:41])[C:30]2=[N:31][CH:32]=[C:33]([N:35]3[CH2:40][CH2:39][O:38][CH2:37][CH2:36]3)[CH:34]=[C:29]2[N:28]([C:2]2[C:11]3[C:6](=[CH:7][C:8]([F:13])=[CH:9][C:10]=3[F:12])[N:5]=[C:4]([C:14]3[CH:15]=[N:16][CH:17]=[C:18]([S:20]([CH3:23])(=[O:22])=[O:21])[CH:19]=3)[C:3]=2[CH3:24])[CH2:27]1, predict the reactants needed to synthesize it. The reactants are: Cl[C:2]1[C:11]2[C:6](=[CH:7][C:8]([F:13])=[CH:9][C:10]=2[F:12])[N:5]=[C:4]([C:14]2[CH:15]=[N:16][CH:17]=[C:18]([S:20]([CH3:23])(=[O:22])=[O:21])[CH:19]=2)[C:3]=1[CH3:24].[CH3:25][C:26]1([CH3:41])[C:30]2=[N:31][CH:32]=[C:33]([N:35]3[CH2:40][CH2:39][O:38][CH2:37][CH2:36]3)[CH:34]=[C:29]2[NH:28][CH2:27]1.CC(C1C=C(C(C)C)C(C2C=CC=CC=2P(C2CCCCC2)C2CCCCC2)=C(C(C)C)C=1)C.CC(C)([O-])C.[Na+]. (3) Given the product [OH:1][C:2]1[N:3]=[CH:4][C:5]([C:6](=[O:7])[CH2:14][CH3:15])=[CH:12][CH:13]=1, predict the reactants needed to synthesize it. The reactants are: [OH:1][C:2]1[CH:13]=[CH:12][C:5]([C:6](N(OC)C)=[O:7])=[CH:4][N:3]=1.[CH3:14][CH2:15][Mg+].[Br-]. (4) Given the product [N:17]1[CH:18]=[CH:19][CH:20]=[C:15]([NH:14][C:7]([C:5]2[C:4]([C:10]([F:13])([F:12])[F:11])=[N:3][N:2]([CH3:1])[CH:6]=2)=[O:8])[CH:16]=1, predict the reactants needed to synthesize it. The reactants are: [CH3:1][N:2]1[CH:6]=[C:5]([C:7](O)=[O:8])[C:4]([C:10]([F:13])([F:12])[F:11])=[N:3]1.[NH2:14][C:15]1[CH:16]=[N:17][CH:18]=[CH:19][CH:20]=1. (5) Given the product [F:31][C:28]1[CH:29]=[CH:30][C:25]([C:23]2[N:24]=[C:20]([CH:17]3[CH2:16][CH2:15][N:14]([C:13]4[N:12]=[CH:11][N:10]=[C:9]([NH2:37])[C:8]=4[C:5]4[CH:4]=[CH:3][N:38]=[CH:7][CH:6]=4)[CH2:19][CH2:18]3)[N:21]([CH3:36])[CH:22]=2)=[CH:26][C:27]=1[C:32]([F:35])([F:33])[F:34], predict the reactants needed to synthesize it. The reactants are: FC1[CH:7]=[CH:6][C:5]([C:8]2[C:9]([NH2:37])=[N:10][CH:11]=[N:12][C:13]=2[N:14]2[CH2:19][CH2:18][CH:17]([C:20]3[N:21]([CH3:36])[CH:22]=[C:23]([C:25]4[CH:30]=[CH:29][C:28]([F:31])=[C:27]([C:32]([F:35])([F:34])[F:33])[CH:26]=4)[N:24]=3)[CH2:16][CH2:15]2)=[CH:4][CH:3]=1.[N:38]1C=CC(B2OC(C)(C)C(C)(C)O2)=CC=1. (6) Given the product [NH2:26][CH2:27][CH2:28][CH2:29][N:30]1[CH2:31][CH2:32][N:33]([CH3:36])[CH2:34][CH2:35]1.[CH3:37][O:38][C:39]1[CH:44]=[CH:43][C:42]([CH:45]([NH:54][C:55]([C:57]2[C:65]3[CH:64]=[C:63]([C:66]4[C:71]([Cl:72])=[CH:70][N:69]=[C:68]([NH:26][CH2:27][CH2:28][CH2:29][N:30]5[CH2:31][CH2:32][N:33]([CH3:36])[CH2:34][CH2:35]5)[N:67]=4)[S:62][C:61]=3[CH:60]=[CH:59][CH:58]=2)=[O:56])[C:46]2[CH:47]=[CH:48][C:49]([O:52][CH3:53])=[CH:50][CH:51]=2)=[CH:41][CH:40]=1, predict the reactants needed to synthesize it. The reactants are: Cl.Cl.Cl.C1(NC(C2C3C=C(C4C(Cl)=CN=C([NH:26][CH2:27][CH2:28][CH2:29][N:30]5[CH2:35][CH2:34][N:33]([CH3:36])[CH2:32][CH2:31]5)N=4)SC=3C=CC=2)=O)CC1.[CH3:37][O:38][C:39]1[CH:44]=[CH:43][C:42]([CH:45]([NH:54][C:55]([C:57]2[C:65]3[CH:64]=[C:63]([C:66]4[C:71]([Cl:72])=[CH:70][N:69]=[C:68](Cl)[N:67]=4)[S:62][C:61]=3[CH:60]=[CH:59][CH:58]=2)=[O:56])[C:46]2[CH:51]=[CH:50][C:49]([O:52][CH3:53])=[CH:48][CH:47]=2)=[CH:41][CH:40]=1. (7) Given the product [CH:1]1([C:4]2[CH:9]=[CH:8][C:7]([N:10]3[CH2:14][CH2:13][C:12]4([CH2:19][CH2:18][N:17]([CH:22]([CH3:26])[C:23]([OH:25])=[O:24])[CH2:16][CH2:15]4)[C:11]3=[O:20])=[CH:6][CH:5]=2)[CH2:3][CH2:2]1, predict the reactants needed to synthesize it. The reactants are: [CH:1]1([C:4]2[CH:9]=[CH:8][C:7]([N:10]3[CH2:14][CH2:13][C:12]4([CH2:19][CH2:18][NH:17][CH2:16][CH2:15]4)[C:11]3=[O:20])=[CH:6][CH:5]=2)[CH2:3][CH2:2]1.Br[CH:22]([CH3:26])[C:23]([OH:25])=[O:24].CCN(CC)CC.